This data is from Forward reaction prediction with 1.9M reactions from USPTO patents (1976-2016). The task is: Predict the product of the given reaction. (1) Given the reactants C[O:2][C:3](=[O:41])[CH2:4][N:5]([S:29]([N:32]([C:34]1[CH:39]=[CH:38][CH:37]=[C:36]([F:40])[CH:35]=1)[CH3:33])(=[O:31])=[O:30])[CH2:6][C:7]1[CH:12]=[CH:11][C:10]([O:13][CH2:14][CH2:15][C:16]2[N:17]=[C:18]([C:22]3[CH:27]=[CH:26][C:25]([CH3:28])=[CH:24][CH:23]=3)[O:19][C:20]=2[CH3:21])=[CH:9][CH:8]=1.O.[OH-].[Li+], predict the reaction product. The product is: [F:40][C:36]1[CH:35]=[C:34]([N:32]([S:29]([N:5]([CH2:4][C:3]([OH:41])=[O:2])[CH2:6][C:7]2[CH:8]=[CH:9][C:10]([O:13][CH2:14][CH2:15][C:16]3[N:17]=[C:18]([C:22]4[CH:23]=[CH:24][C:25]([CH3:28])=[CH:26][CH:27]=4)[O:19][C:20]=3[CH3:21])=[CH:11][CH:12]=2)(=[O:31])=[O:30])[CH3:33])[CH:39]=[CH:38][CH:37]=1. (2) Given the reactants [C:1]([O:4][CH2:5][C:6]1[C:11]([N:12]2[CH2:24][CH2:23][N:15]3[C:16]4[CH2:17][CH2:18][CH2:19][CH2:20][C:21]=4[CH:22]=[C:14]3[C:13]2=[O:25])=[CH:10][C:9]([F:26])=[CH:8][C:7]=1[C:27]1[CH:32]=[C:31]([NH:33][C:34]2[CH:39]=[CH:38][C:37]([N:40]3[CH2:45][CH2:44][N:43]([CH3:46])[CH2:42][C@H:41]3[CH3:47])=[CH:36][N:35]=2)[C:30](=[O:48])[N:29]([CH3:49])[CH:28]=1)(=[O:3])[CH3:2].BrC1C=C(NC2C=CC(N3CCN(C)C[C@@H]3C)=CN=2)C(=O)N(C)C=1.C(OCC1C(B2OC(C)(C)C(C)(C)O2)=CC(F)=CC=1N1CCN2C3CCCCC=3C=C2C1=O)(=O)C, predict the reaction product. The product is: [C:1]([O:4][CH2:5][C:6]1[C:11]([N:12]2[CH2:24][CH2:23][N:15]3[C:16]4[CH2:17][CH2:18][CH2:19][CH2:20][C:21]=4[CH:22]=[C:14]3[C:13]2=[O:25])=[CH:10][C:9]([F:26])=[CH:8][C:7]=1[C:27]1[CH:32]=[C:31]([NH:33][C:34]2[CH:39]=[CH:38][C:37]([N:40]3[CH2:45][CH2:44][N:43]([CH3:46])[CH2:42][C@@H:41]3[CH3:47])=[CH:36][N:35]=2)[C:30](=[O:48])[N:29]([CH3:49])[CH:28]=1)(=[O:3])[CH3:2]. (3) The product is: [C:1]([C:5]1[CH:6]=[C:7]([CH:12]=[C:13]([CH:15]=[O:16])[CH:14]=1)[C:8]([OH:10])=[O:9])([CH3:4])([CH3:2])[CH3:3]. Given the reactants [C:1]([C:5]1[CH:6]=[C:7]([CH:12]=[C:13]([CH:15]=[O:16])[CH:14]=1)[C:8]([O:10]C)=[O:9])([CH3:4])([CH3:3])[CH3:2].O.[OH-].[Li+].Cl, predict the reaction product. (4) Given the reactants [C:1]([O:5][C:6]([N:8]1[C:12]2=[N:13][C:14]([F:17])=[CH:15][CH:16]=[C:11]2[C:10]([CH3:18])=[N:9]1)=[O:7])([CH3:4])([CH3:3])[CH3:2].C1C(=O)N([Br:26])C(=O)C1.C(OOC(=O)C1C=CC=CC=1)(=O)C1C=CC=CC=1, predict the reaction product. The product is: [C:1]([O:5][C:6]([N:8]1[C:12]2=[N:13][C:14]([F:17])=[CH:15][CH:16]=[C:11]2[C:10]([CH2:18][Br:26])=[N:9]1)=[O:7])([CH3:4])([CH3:3])[CH3:2]. (5) Given the reactants C([O:4][C@H:5]1[CH2:22][CH2:21][C@@:20]2([CH3:23])[C@@H:7]([CH2:8][CH2:9][C@:10]3([CH3:42])[C@@H:19]2[CH2:18][CH2:17][C@H:16]2[C@@:11]3([CH3:41])[CH2:12][CH2:13][C@@:14]3([C:31]([N:33]4[CH2:38][CH2:37][N:36]([CH2:39][CH3:40])[CH2:35][CH2:34]4)=[O:32])[CH2:26][CH2:25][C@@H:24]([C:27]4([CH3:30])[CH2:29][CH2:28]4)[C@@H:15]32)[C:6]1([CH3:44])[CH3:43])(=O)C.C(=O)([O-])[O-].[K+].[K+], predict the reaction product. The product is: [CH2:39]([N:36]1[CH2:35][CH2:34][N:33]([C:31]([C@:14]23[CH2:26][CH2:25][C@@H:24]([C:27]4([CH3:30])[CH2:28][CH2:29]4)[C@@H:15]2[C@@H:16]2[C@@:11]([CH3:41])([CH2:12][CH2:13]3)[C@@:10]3([CH3:42])[C@@H:19]([C@:20]4([CH3:23])[C@@H:7]([CH2:8][CH2:9]3)[C:6]([CH3:43])([CH3:44])[C@@H:5]([OH:4])[CH2:22][CH2:21]4)[CH2:18][CH2:17]2)=[O:32])[CH2:38][CH2:37]1)[CH3:40].